From a dataset of Full USPTO retrosynthesis dataset with 1.9M reactions from patents (1976-2016). Predict the reactants needed to synthesize the given product. (1) Given the product [ClH:1].[ClH:1].[Cl:1][C:2]1[CH:3]=[C:4]([CH:8]([C:16]2([OH:22])[CH2:17][CH2:18][CH2:19][CH2:20][CH2:21]2)[CH2:9][N:10]2[CH2:15][CH2:14][N:13]([CH2:35][C:30]3[CH:29]=[CH:28][C:27]4[C:32](=[CH:33][CH:34]=[C:25]([O:24][CH3:23])[CH:26]=4)[CH:31]=3)[CH2:12][CH2:11]2)[CH:5]=[CH:6][CH:7]=1, predict the reactants needed to synthesize it. The reactants are: [Cl:1][C:2]1[CH:3]=[C:4]([CH:8]([C:16]2([OH:22])[CH2:21][CH2:20][CH2:19][CH2:18][CH2:17]2)[CH2:9][N:10]2[CH2:15][CH2:14][NH:13][CH2:12][CH2:11]2)[CH:5]=[CH:6][CH:7]=1.[CH3:23][O:24][C:25]1[CH:26]=[C:27]2[C:32](=[CH:33][CH:34]=1)[CH:31]=[C:30]([CH:35]=O)[CH:29]=[CH:28]2.C(O[BH-](OC(=O)C)OC(=O)C)(=O)C.[Na+]. (2) Given the product [CH2:14]([O:21][C:22]1[C:23]([O:37][CH3:38])=[N:24][C:25]2[C:30]([C:31]=1[Cl:32])=[CH:29][C:28]([C:33]([C:8]1[N:9]([CH3:10])[C:4]([CH3:5])=[N:11][CH:7]=1)([C:7]1[N:11]([CH3:12])[C:10]([CH3:13])=[N:9][CH:8]=1)[OH:35])=[CH:27][CH:26]=2)[C:15]1[CH:20]=[CH:19][CH:18]=[CH:17][CH:16]=1, predict the reactants needed to synthesize it. The reactants are: [Li]CC[CH2:4][CH3:5].Br[C:7]1[N:11]([CH3:12])[C:10]([CH3:13])=[N:9][CH:8]=1.[CH2:14]([O:21][C:22]1[C:23]([O:37][CH3:38])=[N:24][C:25]2[C:30]([C:31]=1[Cl:32])=[CH:29][C:28]([C:33]([O:35]C)=O)=[CH:27][CH:26]=2)[C:15]1[CH:20]=[CH:19][CH:18]=[CH:17][CH:16]=1.